From a dataset of Catalyst prediction with 721,799 reactions and 888 catalyst types from USPTO. Predict which catalyst facilitates the given reaction. (1) Reactant: [CH:1]1([C:4]([C:6]2[CH:44]=[CH:43][C:9]3[N:10]([CH2:14][CH2:15][O:16][C:17]4[CH:22]=[CH:21][C:20]([CH2:23][C@H:24]([O:37][CH2:38][C:39]([F:42])([F:41])[F:40])[C:25](N[C@@H](C5C=CC=CC=5)CO)=[O:26])=[CH:19][CH:18]=4)[C:11](=[O:13])[S:12][C:8]=3[CH:7]=2)=[O:5])[CH2:3][CH2:2]1.O.S(=O)(=O)(O)[OH:47]. Product: [CH:1]1([C:4]([C:6]2[CH:44]=[CH:43][C:9]3[N:10]([CH2:14][CH2:15][O:16][C:17]4[CH:18]=[CH:19][C:20]([CH2:23][C@H:24]([O:37][CH2:38][C:39]([F:40])([F:42])[F:41])[C:25]([OH:47])=[O:26])=[CH:21][CH:22]=4)[C:11](=[O:13])[S:12][C:8]=3[CH:7]=2)=[O:5])[CH2:2][CH2:3]1. The catalyst class is: 12. (2) Reactant: CCCCCC.C([Li])CCC.Br[C:13]1[C:22]2[C:17](=[CH:18][CH:19]=[CH:20][CH:21]=2)[CH:16]=[C:15]([CH2:23][C:24]2[S:28][C:27]3[CH:29]=[CH:30][C:31]([F:33])=[CH:32][C:26]=3[CH:25]=2)[CH:14]=1.[CH2:34]([O:41][CH:42]1[CH:47]([O:48][CH2:49][C:50]2[CH:55]=[CH:54][CH:53]=[CH:52][CH:51]=2)[CH:46]([O:56][CH2:57][C:58]2[CH:63]=[CH:62][CH:61]=[CH:60][CH:59]=2)[CH:45]([CH2:64][O:65][CH2:66][C:67]2[CH:72]=[CH:71][CH:70]=[CH:69][CH:68]=2)[O:44][C:43]1=[O:73])[C:35]1[CH:40]=[CH:39][CH:38]=[CH:37][CH:36]=1.[Cl-].[NH4+]. Product: [CH2:34]([O:41][C@@H:42]1[C@@H:47]([O:48][CH2:49][C:50]2[CH:55]=[CH:54][CH:53]=[CH:52][CH:51]=2)[C@@H:46]([O:56][CH2:57][C:58]2[CH:59]=[CH:60][CH:61]=[CH:62][CH:63]=2)[C@@H:45]([CH2:64][O:65][CH2:66][C:67]2[CH:68]=[CH:69][CH:70]=[CH:71][CH:72]=2)[O:44][C:43]1([C:13]1[C:22]2[C:17](=[CH:18][CH:19]=[CH:20][CH:21]=2)[CH:16]=[C:15]([CH2:23][C:24]2[S:28][C:27]3[CH:29]=[CH:30][C:31]([F:33])=[CH:32][C:26]=3[CH:25]=2)[CH:14]=1)[OH:73])[C:35]1[CH:40]=[CH:39][CH:38]=[CH:37][CH:36]=1. The catalyst class is: 1. (3) Reactant: [OH:1][CH:2]([CH2:14][CH2:15][CH2:16][CH2:17][CH2:18][CH2:19][CH2:20][CH3:21])[CH2:3][O:4][C:5]1[CH:10]=[CH:9][C:8]([N+:11]([O-])=O)=[CH:7][CH:6]=1.[H][H]. Product: [OH:1][CH:2]([CH2:14][CH2:15][CH2:16][CH2:17][CH2:18][CH2:19][CH2:20][CH3:21])[CH2:3][O:4][C:5]1[CH:10]=[CH:9][C:8]([NH2:11])=[CH:7][CH:6]=1. The catalyst class is: 78. (4) Reactant: [Cl:1][C:2]1[CH:3]=[CH:4][C:5]([C:25]#[N:26])=[C:6]([C:8]2[C:13]([O:14][CH3:15])=[CH:12][N:11]([CH:16]([CH2:20][CH2:21][O:22][CH3:23])[C:17](O)=[O:18])[C:10](=[O:24])[CH:9]=2)[CH:7]=1.[F:27][C:28]1[CH:33]=[CH:32][C:31]([C:34]2[N:35]=[C:36]3[CH:41]=[CH:40][C:39]([NH2:42])=[CH:38][N:37]3[CH:43]=2)=[CH:30][CH:29]=1.C(P1(=O)OP(CCC)(=O)OP(CCC)(=O)O1)CC. Product: [Cl:1][C:2]1[CH:3]=[CH:4][C:5]([C:25]#[N:26])=[C:6]([C:8]2[C:13]([O:14][CH3:15])=[CH:12][N:11]([CH:16]([CH2:20][CH2:21][O:22][CH3:23])[C:17]([NH:42][C:39]3[CH:40]=[CH:41][C:36]4[N:37]([CH:43]=[C:34]([C:31]5[CH:30]=[CH:29][C:28]([F:27])=[CH:33][CH:32]=5)[N:35]=4)[CH:38]=3)=[O:18])[C:10](=[O:24])[CH:9]=2)[CH:7]=1. The catalyst class is: 17. (5) Reactant: [NH2:1][C@@H:2]([CH3:9])[CH2:3][C:4]([O:6][CH2:7]C)=[O:5].[OH-].[Na+].[C:12]([O:16][CH2:17]C)(=[O:15])[CH:13]=[CH2:14].[CH3:19][C:20]([O:23][C:24](O[C:24]([O:23][C:20]([CH3:22])([CH3:21])[CH3:19])=[O:25])=[O:25])([CH3:22])[CH3:21]. Product: [C:20]([O:23][C:24]([N:1]([CH2:14][CH2:13][C:12]([O:16][CH3:17])=[O:15])[C@@H:2]([CH3:9])[CH2:3][C:4]([O:6][CH3:7])=[O:5])=[O:25])([CH3:22])([CH3:21])[CH3:19]. The catalyst class is: 5. (6) Reactant: [Br:1][C:2]1[C:3]([F:16])=[CH:4][CH:5]=[C:6]2[C:11]=1[N:10]=[C:9](Cl)[N:8]([CH2:13][CH3:14])[C:7]2=[O:15].Cl.[CH3:18][C:19]1([NH2:22])[CH2:21][CH2:20]1. Product: [Br:1][C:2]1[C:3]([F:16])=[CH:4][CH:5]=[C:6]2[C:11]=1[N:10]=[C:9]([NH:22][C:19]1([CH3:18])[CH2:21][CH2:20]1)[N:8]([CH2:13][CH3:14])[C:7]2=[O:15]. The catalyst class is: 16. (7) Reactant: [F:1][C:2]([F:7])([F:6])[C:3]([OH:5])=[O:4].C([N:15]1[CH2:20][CH2:19][CH:18]([NH:21][C:22]2[N:30]=[C:29]3[C:25]([N:26]=[CH:27][N:28]3[C@@H:31]3[CH2:35][C@H:34]([N:36]4[CH:40]=[C:39]([CH2:41][OH:42])[CH:38]=[N:37]4)[C@@H:33]([OH:43])[C@H:32]3[OH:44])=[C:24]([NH:45][CH2:46][CH:47]([C:54]3[CH:59]=[CH:58][CH:57]=[CH:56][CH:55]=3)[C:48]3[CH:53]=[CH:52][CH:51]=[CH:50][CH:49]=3)[N:23]=2)[CH2:17][CH2:16]1)C1C=CC=CC=1.C([O-])=O.[NH4+]. Product: [F:1][C:2]([F:7])([F:6])[C:3]([OH:5])=[O:4].[C:54]1([CH:47]([C:48]2[CH:49]=[CH:50][CH:51]=[CH:52][CH:53]=2)[CH2:46][NH:45][C:24]2[N:23]=[C:22]([NH:21][CH:18]3[CH2:17][CH2:16][NH:15][CH2:20][CH2:19]3)[N:30]=[C:29]3[C:25]=2[N:26]=[CH:27][N:28]3[C@@H:31]2[CH2:35][C@H:34]([N:36]3[CH:40]=[C:39]([CH2:41][OH:42])[CH:38]=[N:37]3)[C@@H:33]([OH:43])[C@H:32]2[OH:44])[CH:59]=[CH:58][CH:57]=[CH:56][CH:55]=1. The catalyst class is: 421. (8) Reactant: [Cl:1][CH2:2][CH2:3][O:4][C:5]1[CH:33]=[CH:32][C:8]([C:9]([CH:11]2[C:19](=[O:20])[C:18]3[C:13](=[CH:14][CH:15]=[CH:16][C:17]=3[NH:21][C:22]([NH:24][N:25]3[CH2:30][CH2:29][O:28][CH2:27][CH2:26]3)=[O:23])[C:12]2=O)=O)=[CH:7][CH:6]=1.O.[NH2:35][NH2:36].CC(O)=O. Product: [Cl:1][CH2:2][CH2:3][O:4][C:5]1[CH:33]=[CH:32][C:8]([C:9]2[NH:36][N:35]=[C:12]3[C:13]4[C:18]([C:19](=[O:20])[C:11]=23)=[C:17]([NH:21][C:22]([NH:24][N:25]2[CH2:30][CH2:29][O:28][CH2:27][CH2:26]2)=[O:23])[CH:16]=[CH:15][CH:14]=4)=[CH:7][CH:6]=1. The catalyst class is: 14. (9) Product: [CH2:31]([O:35][C:40]([NH:38][CH:26]1[CH2:25][CH:24]([C:21]2[CH:20]=[CH:19][C:18]([C:16]3[N:17]=[C:13]([C@@H:9]4[CH2:10][CH2:11][CH2:12][N:8]4[C:6]([O:5][C:1]([CH3:2])([CH3:3])[CH3:4])=[O:7])[NH:14][CH:15]=3)=[CH:23][CH:22]=2)[CH2:27]1)=[O:41])[C:32]1[CH:12]=[CH:11][CH:10]=[CH:9][CH:13]=1. Reactant: [C:1]([O:5][C:6]([N:8]1[CH2:12][CH2:11][CH2:10][C@H:9]1[C:13]1[NH:14][CH:15]=[C:16]([C:18]2[CH:23]=[CH:22][C:21]([CH:24]3[CH2:27][CH:26](C(O)=O)[CH2:25]3)=[CH:20][CH:19]=2)[N:17]=1)=[O:7])([CH3:4])([CH3:3])[CH3:2].[C:31](Cl)(=[O:35])[C:32](Cl)=O.C[N:38]([CH:40]=[O:41])C. The catalyst class is: 4.